From a dataset of Catalyst prediction with 721,799 reactions and 888 catalyst types from USPTO. Predict which catalyst facilitates the given reaction. (1) Reactant: [NH2:1][C@H:2]([C:6]([OH:8])=[O:7])[CH:3]([CH3:5])[CH3:4].C([O-])([O-])=O.[Na+].[Na+].[C:15](Cl)([O:17][CH2:18][C:19]1[CH:24]=[CH:23][CH:22]=[CH:21][CH:20]=1)=[O:16]. Product: [C:15]([NH:1][C@H:2]([C:6]([OH:8])=[O:7])[CH:3]([CH3:5])[CH3:4])([O:17][CH2:18][C:19]1[CH:24]=[CH:23][CH:22]=[CH:21][CH:20]=1)=[O:16]. The catalyst class is: 6. (2) Reactant: [H-].[Na+].[CH2:3]([O:5][C:6]([C:8]1[C:9](=[O:28])[NH:10][C:11]2[C:16]([C:17]=1[CH2:18][C:19]1[CH:24]=[CH:23][CH:22]=[CH:21][C:20]=1[Cl:25])=[CH:15][C:14]([Cl:26])=[CH:13][C:12]=2[F:27])=[O:7])[CH3:4].[F:29][C:30]([F:49])([F:48])[S:31](N(C1C=CC=CC=1)[S:31]([C:30]([F:49])([F:48])[F:29])(=[O:33])=[O:32])(=[O:33])=[O:32].O. Product: [CH2:3]([O:5][C:6]([C:8]1[C:9]([O:28][S:31]([C:30]([F:49])([F:48])[F:29])(=[O:33])=[O:32])=[N:10][C:11]2[C:16]([C:17]=1[CH2:18][C:19]1[CH:24]=[CH:23][CH:22]=[CH:21][C:20]=1[Cl:25])=[CH:15][C:14]([Cl:26])=[CH:13][C:12]=2[F:27])=[O:7])[CH3:4]. The catalyst class is: 3. (3) Reactant: C[Si]([N-][Si](C)(C)C)(C)C.[Li+].CC(P(OC)(O)=O)(C([O-])=[O:15])C.[C:22]([C:25]1C=[CH:33][C:32]2[C:27](=[CH:28][CH:29]=[C:30]([O:35][CH3:36])[CH:31]=2)[CH:26]=1)(=O)[CH3:23].[CH2:37]1[CH2:41][O:40][CH2:39][CH2:38]1. Product: [CH3:36][O:35][C:30](=[O:15])[CH:31]=[C:32]([C:27]1[CH:28]=[CH:29][C:38]2[C:25](=[CH:22][CH:23]=[C:41]([O:40][CH3:39])[CH:37]=2)[CH:26]=1)[CH3:33]. The catalyst class is: 625. (4) Reactant: [NH2:1][C:2]1[S:3][C:4]([CH2:11][CH3:12])=[CH:5][C:6]=1[C:7]([O:9]C)=O.Cl[C:14](Cl)([O:16]C(=O)OC(Cl)(Cl)Cl)Cl.C(N(CC)CC)C.[N:32]1([CH2:38][CH2:39][NH2:40])[CH2:37][CH2:36][O:35][CH2:34][CH2:33]1. Product: [CH2:11]([C:4]1[S:3][C:2]2[NH:1][C:14](=[O:16])[N:40]([CH2:39][CH2:38][N:32]3[CH2:37][CH2:36][O:35][CH2:34][CH2:33]3)[C:7](=[O:9])[C:6]=2[CH:5]=1)[CH3:12]. The catalyst class is: 2. (5) Reactant: [NH2:1][C:2]1[S:3][C:4]2[N:5]=[C:6]([N:11]([CH3:32])[C:12]3[CH:13]=[C:14]([NH:18][C:19](=[O:31])[C:20]4[CH:25]=[CH:24][CH:23]=[C:22]([C:26]([C:29]#[N:30])([CH3:28])[CH3:27])[CH:21]=4)[CH:15]=[CH:16][CH:17]=3)[N:7]=[CH:8][C:9]=2[N:10]=1.[C:33](Cl)(=[O:42])[CH:34]=[CH:35][C:36]1[CH:41]=[CH:40][CH:39]=[CH:38][CH:37]=1.C(=O)([O-])O.[Na+]. Product: [C:29]([C:26]([C:22]1[CH:21]=[C:20]([CH:25]=[CH:24][CH:23]=1)[C:19]([NH:18][C:14]1[CH:15]=[CH:16][CH:17]=[C:12]([N:11]([CH3:32])[C:6]2[N:7]=[CH:8][C:9]3[N:10]=[C:2]([NH:1][C:33](=[O:42])/[CH:34]=[CH:35]/[C:36]4[CH:41]=[CH:40][CH:39]=[CH:38][CH:37]=4)[S:3][C:4]=3[N:5]=2)[CH:13]=1)=[O:31])([CH3:27])[CH3:28])#[N:30]. The catalyst class is: 17. (6) Reactant: [Br:1][C:2]1[C:3]([C@@H:9]([NH:19][S@](C(C)(C)C)=O)[CH2:10][C:11]2[CH:16]=[C:15]([F:17])[CH:14]=[C:13]([F:18])[CH:12]=2)=[N:4][CH:5]=[C:6]([Br:8])[CH:7]=1.Cl. Product: [Br:1][C:2]1[C:3]([C@@H:9]([NH2:19])[CH2:10][C:11]2[CH:16]=[C:15]([F:17])[CH:14]=[C:13]([F:18])[CH:12]=2)=[N:4][CH:5]=[C:6]([Br:8])[CH:7]=1. The catalyst class is: 2.